This data is from Forward reaction prediction with 1.9M reactions from USPTO patents (1976-2016). The task is: Predict the product of the given reaction. (1) Given the reactants C(OC([N:8]1[CH2:13][CH2:12][N:11]([C:14]2[N:22]=[CH:21][N:20]=[C:19]3[C:15]=2[N:16]([CH2:32][C:33]#[C:34][CH3:35])[C:17](=[O:31])[N:18]3[C:23]2[CH:24]=[N:25][C:26]([O:29][CH3:30])=[CH:27][CH:28]=2)[CH2:10][CH2:9]1)=O)(C)(C)C.[F:36][C:37]([F:42])([F:41])[C:38]([OH:40])=[O:39], predict the reaction product. The product is: [F:36][C:37]([F:42])([F:41])[C:38]([OH:40])=[O:39].[CH2:32]([N:16]1[C:15]2[C:19](=[N:20][CH:21]=[N:22][C:14]=2[N:11]2[CH2:12][CH2:13][NH:8][CH2:9][CH2:10]2)[N:18]([C:23]2[CH:24]=[N:25][C:26]([O:29][CH3:30])=[CH:27][CH:28]=2)[C:17]1=[O:31])[C:33]#[C:34][CH3:35]. (2) Given the reactants [Li+].[CH3:2][N:3]1[C:7]([C:8]([N:10]2[CH2:16][C:15]3[CH:17]=[C:18]([C:21]4[CH:22]=[CH:23][C:24]5[N:28]=[C:27]([CH3:29])[NH:26][C:25]=5[CH:30]=4)[CH:19]=[CH:20][C:14]=3[O:13][CH2:12][CH2:11]2)=[O:9])=[CH:6][CH:5]=[C:4]1[C:31]([O-])=[O:32].[NH2:34][CH2:35][CH2:36][CH2:37][N:38]1[CH2:43][CH2:42][O:41][CH2:40][CH2:39]1.CCN(C(C)C)C(C)C.CN(C(ON1N=NC2C=CC=NC1=2)=[N+](C)C)C.F[P-](F)(F)(F)(F)F, predict the reaction product. The product is: [CH3:2][N:3]1[C:7]([C:8]([N:10]2[CH2:16][C:15]3[CH:17]=[C:18]([C:21]4[CH:22]=[CH:23][C:24]5[N:28]=[C:27]([CH3:29])[NH:26][C:25]=5[CH:30]=4)[CH:19]=[CH:20][C:14]=3[O:13][CH2:12][CH2:11]2)=[O:9])=[CH:6][CH:5]=[C:4]1[C:31]([NH:34][CH2:35][CH2:36][CH2:37][N:38]1[CH2:43][CH2:42][O:41][CH2:40][CH2:39]1)=[O:32].